From a dataset of Full USPTO retrosynthesis dataset with 1.9M reactions from patents (1976-2016). Predict the reactants needed to synthesize the given product. (1) Given the product [C:14]([O:6][CH:4]([CH:3]=[C:2]([CH3:1])[CH2:7][CH2:8][CH:9]=[C:10]([CH3:11])[CH3:12])[CH3:5])(=[O:19])[CH2:15][CH2:16][CH3:17], predict the reactants needed to synthesize it. The reactants are: [CH3:1][C:2]([CH2:7][CH2:8][CH:9]=[C:10]([CH3:12])[CH3:11])=[CH:3][CH:4]([OH:6])[CH3:5].N1C=[CH:17][CH:16]=[CH:15][CH:14]=1.[OH2:19]. (2) The reactants are: [F:1][C:2]1[CH:3]=[C:4]([C:10]2[C:18]3[C:13](=[N:14][CH:15]=[N:16][C:17]=3[NH2:19])[NH:12][N:11]=2)[CH:5]=[C:6]([O:8][CH3:9])[CH:7]=1.C(=O)([O-])[O-].[K+].[K+].Br.Br[CH:28]([C:30]1[O:31][C:32](=[O:47])[C:33]2[C:38]([C:39]=1[CH2:40][N:41]1[CH2:46][CH2:45][O:44][CH2:43][CH2:42]1)=[CH:37][CH:36]=[CH:35][CH:34]=2)[CH3:29]. Given the product [NH2:19][C:17]1[N:16]=[CH:15][N:14]=[C:13]2[N:12]([CH:28]([C:30]3[O:31][C:32](=[O:47])[C:33]4[C:38]([C:39]=3[CH2:40][N:41]3[CH2:42][CH2:43][O:44][CH2:45][CH2:46]3)=[CH:37][CH:36]=[CH:35][CH:34]=4)[CH3:29])[N:11]=[C:10]([C:4]3[CH:5]=[C:6]([O:8][CH3:9])[CH:7]=[C:2]([F:1])[CH:3]=3)[C:18]=12, predict the reactants needed to synthesize it.